Task: Predict which catalyst facilitates the given reaction.. Dataset: Catalyst prediction with 721,799 reactions and 888 catalyst types from USPTO (1) Reactant: [Cl:1][C:2]1[CH:3]=[C:4]2[C:8](=[CH:9][CH:10]=1)[N:7]([S:11]([C:14]1[CH:15]=[C:16]([CH:20]=[CH:21][CH:22]=1)[C:17]([OH:19])=O)(=[O:13])=[O:12])[CH2:6][CH2:5]2.CN(C=O)C.C(Cl)(=O)C(Cl)=O.[NH2:34][C:35]1[CH:42]=[CH:41][C:40]([Br:43])=[CH:39][C:36]=1[CH:37]=[O:38]. Product: [Br:43][C:40]1[CH:41]=[CH:42][C:35]([NH:34][C:17](=[O:19])[C:16]2[CH:20]=[CH:21][CH:22]=[C:14]([S:11]([N:7]3[C:8]4[C:4](=[CH:3][C:2]([Cl:1])=[CH:10][CH:9]=4)[CH2:5][CH2:6]3)(=[O:12])=[O:13])[CH:15]=2)=[C:36]([CH:37]=[O:38])[CH:39]=1. The catalyst class is: 202. (2) Reactant: [CH2:1]([O:8][C:9]1[CH:10]=[C:11]([CH:15]=[C:16]([OH:18])[CH:17]=1)[C:12]([OH:14])=[O:13])[C:2]1[CH:7]=[CH:6][CH:5]=[CH:4][CH:3]=1.[C:19](OC(=O)C)(=[O:21])[CH3:20]. Product: [C:19]([O:18][C:16]1[CH:15]=[C:11]([CH:10]=[C:9]([O:8][CH2:1][C:2]2[CH:3]=[CH:4][CH:5]=[CH:6][CH:7]=2)[CH:17]=1)[C:12]([OH:14])=[O:13])(=[O:21])[CH3:20]. The catalyst class is: 15. (3) Reactant: [CH3:1][C:2]1[S:3][C:4]([C:7]([OH:9])=[O:8])=[CH:5][N:6]=1.[Li]CCCC.[F:15][C:16]1[CH:17]=[CH:18][C:19]([C:22]2[C:26]([CH:27]=[O:28])=[C:25]([CH3:29])[O:24][N:23]=2)=[N:20][CH:21]=1. Product: [F:15][C:16]1[CH:17]=[CH:18][C:19]([C:22]2[C:26]([CH:27]([OH:28])[CH2:1][C:2]3[S:3][C:4]([C:7]([OH:9])=[O:8])=[CH:5][N:6]=3)=[C:25]([CH3:29])[O:24][N:23]=2)=[N:20][CH:21]=1. The catalyst class is: 1. (4) Reactant: [OH:1][C:2]1[C:7]([O:8][CH3:9])=[C:6]([O:10][CH3:11])[N:5]([CH2:12][C:13]2[CH:18]=[CH:17][C:16]([O:19][CH3:20])=[CH:15][CH:14]=2)[C:4](=[O:21])[C:3]=1[C:22]([O:24]C)=[O:23].[OH-].[Li+]. Product: [OH:1][C:2]1[C:7]([O:8][CH3:9])=[C:6]([O:10][CH3:11])[N:5]([CH2:12][C:13]2[CH:18]=[CH:17][C:16]([O:19][CH3:20])=[CH:15][CH:14]=2)[C:4](=[O:21])[C:3]=1[C:22]([OH:24])=[O:23]. The catalyst class is: 30. (5) Reactant: [Cl:1][C:2]1[N:7]=[C:6]([NH:8][NH:9][C:10](=[O:30])[C@H:11]([CH2:24][CH:25]2[CH2:29][CH2:28][CH2:27][CH2:26]2)[CH2:12][N:13]([O:16]CC2C=CC=CC=2)[CH:14]=[O:15])[C:5]([F:31])=[C:4]([NH:32][CH:33]2[CH2:36][CH2:35][CH2:34]2)[N:3]=1. Product: [Cl:1][C:2]1[N:7]=[C:6]([NH:8][NH:9][C:10](=[O:30])[C@H:11]([CH2:24][CH:25]2[CH2:29][CH2:28][CH2:27][CH2:26]2)[CH2:12][N:13]([OH:16])[CH:14]=[O:15])[C:5]([F:31])=[C:4]([NH:32][CH:33]2[CH2:36][CH2:35][CH2:34]2)[N:3]=1. The catalyst class is: 105.